This data is from NCI-60 drug combinations with 297,098 pairs across 59 cell lines. The task is: Regression. Given two drug SMILES strings and cell line genomic features, predict the synergy score measuring deviation from expected non-interaction effect. (1) Drug 1: C1=CC(=C2C(=C1NCCNCCO)C(=O)C3=C(C=CC(=C3C2=O)O)O)NCCNCCO. Drug 2: B(C(CC(C)C)NC(=O)C(CC1=CC=CC=C1)NC(=O)C2=NC=CN=C2)(O)O. Cell line: UACC-257. Synergy scores: CSS=10.9, Synergy_ZIP=-0.950, Synergy_Bliss=3.98, Synergy_Loewe=3.38, Synergy_HSA=2.87. (2) Drug 1: CN(C)C1=NC(=NC(=N1)N(C)C)N(C)C. Drug 2: CCN(CC)CCNC(=O)C1=C(NC(=C1C)C=C2C3=C(C=CC(=C3)F)NC2=O)C. Cell line: UACC-257. Synergy scores: CSS=-2.10, Synergy_ZIP=2.85, Synergy_Bliss=3.04, Synergy_Loewe=-1.90, Synergy_HSA=-2.05. (3) Drug 1: C1=CN(C=N1)CC(O)(P(=O)(O)O)P(=O)(O)O. Drug 2: COC1=C2C(=CC3=C1OC=C3)C=CC(=O)O2. Cell line: SF-539. Synergy scores: CSS=4.14, Synergy_ZIP=0.934, Synergy_Bliss=-7.13, Synergy_Loewe=-5.00, Synergy_HSA=-3.96. (4) Drug 1: C1CN1P(=S)(N2CC2)N3CC3. Drug 2: C1C(C(OC1N2C=NC3=C(N=C(N=C32)Cl)N)CO)O. Cell line: SF-268. Synergy scores: CSS=26.0, Synergy_ZIP=-7.33, Synergy_Bliss=-9.88, Synergy_Loewe=-2.35, Synergy_HSA=-4.75.